Predict the reactants needed to synthesize the given product. From a dataset of Full USPTO retrosynthesis dataset with 1.9M reactions from patents (1976-2016). Given the product [C:31]([O:30][C:28]([N:3]1[C:4](=[O:27])[C:5]2[S:17][C:16]3[CH:15]=[CH:14][C:13]4[N+:12]([O-:43])=[CH:11][CH:10]=[CH:9][C:8]=4[C:7]=3[C:6]=2[N:18]([C:20]([O:22][C:23]([CH3:24])([CH3:25])[CH3:26])=[O:21])[CH2:19][C@H:2]1[CH3:1])=[O:29])([CH3:33])([CH3:32])[CH3:34], predict the reactants needed to synthesize it. The reactants are: [CH3:1][C@@H:2]1[CH2:19][N:18]([C:20]([O:22][C:23]([CH3:26])([CH3:25])[CH3:24])=[O:21])[C:6]2[C:7]3[C:8]4[CH:9]=[CH:10][CH:11]=[N:12][C:13]=4[CH:14]=[CH:15][C:16]=3[S:17][C:5]=2[C:4](=[O:27])[N:3]1[C:28]([O:30][C:31]([CH3:34])([CH3:33])[CH3:32])=[O:29].C1C=C(Cl)C=C(C(OO)=[O:43])C=1.